Task: Predict which catalyst facilitates the given reaction.. Dataset: Catalyst prediction with 721,799 reactions and 888 catalyst types from USPTO (1) Reactant: [Cl:1][C:2]1[N:7]=[C:6](Cl)[CH:5]=[C:4]([C:9]([O:11][CH3:12])=[O:10])[N:3]=1.C(N(CC)CC)C.Cl.[CH:21]1([NH:27][CH2:28][CH:29]2[CH2:31][CH2:30]2)[CH2:26][CH2:25][CH2:24][CH2:23][CH2:22]1. Product: [Cl:1][C:2]1[N:3]=[C:4]([C:9]([O:11][CH3:12])=[O:10])[CH:5]=[C:6]([N:27]([CH:21]2[CH2:22][CH2:23][CH2:24][CH2:25][CH2:26]2)[CH2:28][CH:29]2[CH2:31][CH2:30]2)[N:7]=1. The catalyst class is: 1. (2) Reactant: [Si:1]([O:18][CH2:19][CH2:20][CH2:21][CH2:22][OH:23])([C:14]([CH3:17])([CH3:16])[CH3:15])([C:8]1[CH:13]=[CH:12][CH:11]=[CH:10][CH:9]=1)[C:2]1[CH:7]=[CH:6][CH:5]=[CH:4][CH:3]=1.CC(OI1(OC(C)=O)(OC(C)=O)OC(=O)C2C=CC=CC1=2)=O. Product: [Si:1]([O:18][CH2:19][CH2:20][CH2:21][CH:22]=[O:23])([C:14]([CH3:16])([CH3:17])[CH3:15])([C:8]1[CH:9]=[CH:10][CH:11]=[CH:12][CH:13]=1)[C:2]1[CH:3]=[CH:4][CH:5]=[CH:6][CH:7]=1. The catalyst class is: 4. (3) Reactant: [OH:1][CH2:2][CH2:3][O:4][C@@H:5]1[CH2:10][CH2:9][C@H:8]([N:11]2[C:16](=[O:17])[C:15]([CH2:18][C:19]3[CH:24]=[CH:23][C:22]([C:25]4[C:26]([C:31]#[N:32])=[CH:27][CH:28]=[CH:29][CH:30]=4)=[CH:21][CH:20]=3)=[C:14]([CH2:33][CH2:34][CH3:35])[N:13]3[N:36]=[C:37]([CH3:39])[N:38]=[C:12]23)[CH2:7][CH2:6]1.[N:40]1C(C)=CC=CC=1C.FC(F)(F)S(O[Si](C(C)(C)C)(C)C)(=O)=O.Cl.N12CCCN=C1CCCCC2.[C:75]([O:78]CC)(=[O:77])C. Product: [OH:1][CH2:2][CH2:3][O:4][C@@H:5]1[CH2:10][CH2:9][C@H:8]([N:11]2[C:16](=[O:17])[C:15]([CH2:18][C:19]3[CH:24]=[CH:23][C:22]([C:25]4[CH:30]=[CH:29][CH:28]=[CH:27][C:26]=4[C:31]4[NH:40][C:75](=[O:77])[O:78][N:32]=4)=[CH:21][CH:20]=3)=[C:14]([CH2:33][CH2:34][CH3:35])[N:13]3[N:36]=[C:37]([CH3:39])[N:38]=[C:12]23)[CH2:7][CH2:6]1. The catalyst class is: 30. (4) Reactant: [O:1]1[CH2:6][CH2:5][CH:4]([CH2:7][NH2:8])[CH2:3][CH2:2]1.[F:9][C:10]([F:21])([F:20])[C:11]1[CH:16]=[CH:15][C:14]([N:17]=[C:18]=[O:19])=[CH:13][CH:12]=1. Product: [O:1]1[CH2:6][CH2:5][CH:4]([CH2:7][NH:8][C:18]([NH:17][C:14]2[CH:13]=[CH:12][C:11]([C:10]([F:9])([F:20])[F:21])=[CH:16][CH:15]=2)=[O:19])[CH2:3][CH2:2]1. The catalyst class is: 4.